Dataset: Forward reaction prediction with 1.9M reactions from USPTO patents (1976-2016). Task: Predict the product of the given reaction. (1) The product is: [Cl:1][C:2]1[CH:3]=[CH:4][C:5]2[N:11]3[CH:12]=[CH:13][CH:14]=[C:10]3[C@@H:9]([CH2:15][CH2:16][C:17]([N:49]3[CH2:48][CH2:47][N:46]([CH2:51][CH2:52][C:53]([O:55][CH2:56][CH3:57])=[O:54])[C:45](=[O:44])[CH2:50]3)=[O:18])[O:8][C@H:7]([C:20]3[CH:25]=[CH:24][CH:23]=[C:22]([O:26][CH3:27])[C:21]=3[O:28][CH3:29])[C:6]=2[CH:30]=1. Given the reactants [Cl:1][C:2]1[CH:3]=[CH:4][C:5]2[N:11]3[CH:12]=[CH:13][CH:14]=[C:10]3[C@@H:9]([CH2:15][CH2:16][C:17](O)=[O:18])[O:8][C@H:7]([C:20]3[CH:25]=[CH:24][CH:23]=[C:22]([O:26][CH3:27])[C:21]=3[O:28][CH3:29])[C:6]=2[CH:30]=1.Cl.C(N=C=NCCCN(C)C)C.Cl.[O:44]=[C:45]1[CH2:50][NH:49][CH2:48][CH2:47][N:46]1[CH2:51][CH2:52][C:53]([O:55][CH2:56][CH3:57])=[O:54].O.ON1C2C=CC=CC=2N=N1, predict the reaction product. (2) The product is: [CH:42]1([C:36]2[CH:37]=[CH:38][C:39]([C:2]3[CH:3]=[CH:4][C:5]([CH2:6][C:7]4[N:8]([C:20]5[CH:21]=[C:22]([N:26]6[S:30](=[O:32])(=[O:31])[NH:29][C:28](=[O:33])[CH2:27]6)[CH:23]=[CH:24][CH:25]=5)[CH:9]=[C:10]([C:12]5[CH:17]=[CH:16][C:15]([Cl:18])=[CH:14][C:13]=5[Cl:19])[N:11]=4)=[CH:34][CH:35]=3)=[CH:40][CH:41]=2)[CH2:43][CH2:44][CH2:45][CH2:46][CH2:47]1. Given the reactants Br[C:2]1[CH:35]=[CH:34][C:5]([CH2:6][C:7]2[N:8]([C:20]3[CH:21]=[C:22]([N:26]4[S:30](=[O:32])(=[O:31])[NH:29][C:28](=[O:33])[CH2:27]4)[CH:23]=[CH:24][CH:25]=3)[CH:9]=[C:10]([C:12]3[CH:17]=[CH:16][C:15]([Cl:18])=[CH:14][C:13]=3[Cl:19])[N:11]=2)=[CH:4][CH:3]=1.[CH:36]1([C:42]2[CH:47]=[CH:46][C:45](B(O)O)=[CH:44][CH:43]=2)[CH2:41][CH2:40][CH2:39][CH2:38][CH2:37]1, predict the reaction product.